This data is from Full USPTO retrosynthesis dataset with 1.9M reactions from patents (1976-2016). The task is: Predict the reactants needed to synthesize the given product. (1) Given the product [CH2:22]([O:12][C:4]1[CH:3]=[C:2]([F:1])[CH:11]=[CH:10][C:5]=1[C:6]([O:8][CH3:9])=[O:7])[CH:21]=[CH2:20], predict the reactants needed to synthesize it. The reactants are: [F:1][C:2]1[CH:11]=[CH:10][C:5]([C:6]([O:8][CH3:9])=[O:7])=[C:4]([OH:12])[CH:3]=1.C([O-])([O-])=O.[K+].[K+].Br[CH2:20][CH:21]=[CH2:22]. (2) Given the product [Br:1][C:2]1[CH:21]=[CH:20][C:5]([C:6]([NH:8][C:9]2[CH:14]=[CH:13][C:12]([O:15][C:16]([F:19])([F:18])[F:17])=[CH:11][CH:10]=2)=[O:7])=[CH:4][C:3]=1[C:27]1[CH:28]=[N:23][CH:24]=[N:25][CH:26]=1, predict the reactants needed to synthesize it. The reactants are: [Br:1][C:2]1[CH:21]=[CH:20][C:5]([C:6]([NH:8][C:9]2[CH:14]=[CH:13][C:12]([O:15][C:16]([F:19])([F:18])[F:17])=[CH:11][CH:10]=2)=[O:7])=[CH:4][C:3]=1I.[N:23]1[CH:28]=[C:27](B(O)O)[CH:26]=[N:25][CH:24]=1.C([O-])([O-])=O.[Na+].[Na+].O. (3) Given the product [OH:1][CH2:2][CH:3]1[C:4]2[CH:5]=[C:6]([NH:17][C:35](=[O:36])[CH2:29][CH2:30][CH2:32][C:34]([OH:38])=[O:37])[CH:7]=[CH:8][C:9]=2[C:10]2[C:15]1=[CH:14][C:13]([NH:16][C:18](=[O:25])[CH2:19][CH2:20][CH2:21][C:22]([OH:24])=[O:23])=[CH:12][CH:11]=2, predict the reactants needed to synthesize it. The reactants are: [OH:1][CH2:2][CH:3]1[C:15]2[CH:14]=[C:13]([NH2:16])[CH:12]=[CH:11][C:10]=2[C:9]2[C:4]1=[CH:5][C:6]([NH2:17])=[CH:7][CH:8]=2.[C:18]1(=[O:25])[O:24][C:22](=[O:23])[CH2:21][CH2:20][CH2:19]1.C1C=[C:30]2[C:32]([C:34]([OH:38])([OH:37])[C:35](=[O:36])[C:29]2=CC=1)=O.C(OCC)(=O)C.CO.C(O)(=O)C. (4) The reactants are: Cl.[NH2:2][C@@H:3]([CH2:8][CH2:9][CH:10]([CH2:15][C:16]1[CH:21]=[CH:20][C:19]([OH:22])=[CH:18][CH:17]=1)[C:11]([O:13][CH3:14])=[O:12])[C:4]([O:6][CH3:7])=[O:5].[H-].[Na+].Br[CH2:26][F:27].O. Given the product [NH2:2][C@@H:3]([CH2:8][CH2:9][CH:10]([CH2:15][C:16]1[CH:17]=[CH:18][C:19]([O:22][CH2:26][F:27])=[CH:20][CH:21]=1)[C:11]([O:13][CH3:14])=[O:12])[C:4]([O:6][CH3:7])=[O:5], predict the reactants needed to synthesize it.